This data is from Reaction yield outcomes from USPTO patents with 853,638 reactions. The task is: Predict the reaction yield, written as a fraction of the theoretical maximum amount of product (1.0 means a 100% yield; for example, 0.34 means a 34% yield). (1) The reactants are [C:1]([O:9][C@@H:10]1[C@H:14]([CH2:15][O:16][C:17](=[O:24])[C:18]2[CH:23]=[CH:22][CH:21]=[CH:20][CH:19]=2)[O:13][C@H:12]([N:25]2[CH:32]=[CH:31][C:29](=[O:30])[NH:28][C:26]2=[O:27])[C@H:11]1[OH:33])(=[O:8])[C:2]1[CH:7]=[CH:6][CH:5]=[CH:4][CH:3]=1.C1(N=C=NC2CCCCC2)CCCCC1.ClC(Cl)C(O)=O.C(O)(=O)C(O)=O.[BH4-].[Na+]. The catalyst is C(OCC)(=O)C.CO.N1C=CC=CC=1.C1C=CC=CC=1.CS(C)=O. The product is [C:1]([O:9][C@H:10]1[C@H:14]([CH2:15][O:16][C:17](=[O:24])[C:18]2[CH:23]=[CH:22][CH:21]=[CH:20][CH:19]=2)[O:13][C@H:12]([N:25]2[CH:32]=[CH:31][C:29](=[O:30])[NH:28][C:26]2=[O:27])[C@@H:11]1[OH:33])(=[O:8])[C:2]1[CH:7]=[CH:6][CH:5]=[CH:4][CH:3]=1. The yield is 0.660. (2) The reactants are [CH2:1]([S:3][C:4]1[N:5]([CH2:12][C:13]2[CH:18]=[CH:17][C:16]([C:19]3[C:20]([C:25]#[N:26])=[CH:21][CH:22]=[CH:23][CH:24]=3)=[CH:15][CH:14]=2)[C:6](=[O:11])[CH:7]=[C:8]([CH3:10])[N:9]=1)[CH3:2].C([O-])(=O)C.[Na+].[Br:32]Br. The catalyst is C(O)(=O)C.C(OCC)(=O)C. The product is [Br:32][C:7]1[C:6](=[O:11])[N:5]([CH2:12][C:13]2[CH:18]=[CH:17][C:16]([C:19]3[C:20]([C:25]#[N:26])=[CH:21][CH:22]=[CH:23][CH:24]=3)=[CH:15][CH:14]=2)[C:4]([S:3][CH2:1][CH3:2])=[N:9][C:8]=1[CH3:10]. The yield is 0.990. (3) The reactants are [Cl:1][C:2]1[CH:29]=[CH:28][C:5]([CH2:6][N:7]2[CH:12]=[N:11][C:10]([N:13]3[CH2:18][CH:17](O)[C:16]([C:20]4[CH:25]=[CH:24][C:23]([F:26])=[CH:22][CH:21]=4)=[CH:15][CH2:14]3)=[N:9][C:8]2=[O:27])=[CH:4][CH:3]=1.C(N(S(F)(F)[F:36])CC)C. The catalyst is ClCCl. The product is [Cl:1][C:2]1[CH:29]=[CH:28][C:5]([CH2:6][N:7]2[CH:12]=[N:11][C:10]([N:13]3[CH2:18][CH:17]([F:36])[C:16]([C:20]4[CH:25]=[CH:24][C:23]([F:26])=[CH:22][CH:21]=4)=[CH:15][CH2:14]3)=[N:9][C:8]2=[O:27])=[CH:4][CH:3]=1. The yield is 0.460. (4) The yield is 0.0200. The reactants are [Cl:1][C:2]1[CH:7]=[CH:6][C:5]([C:8]2[O:9][CH:10]=[C:11]([CH2:13][CH2:14][NH2:15])[N:12]=2)=[CH:4][CH:3]=1.[F:16][C:17]([F:33])([F:32])[C:18]1[O:22][N:21]=[C:20]([C:23]2[CH:24]=[C:25]([CH:29]=[CH:30][CH:31]=2)[C:26](O)=[O:27])[N:19]=1. No catalyst specified. The product is [Cl:1][C:2]1[CH:3]=[CH:4][C:5]([C:8]2[O:9][CH:10]=[C:11]([CH2:13][CH2:14][NH:15][C:26](=[O:27])[C:25]3[CH:29]=[CH:30][CH:31]=[C:23]([C:20]4[N:19]=[C:18]([C:17]([F:33])([F:32])[F:16])[O:22][N:21]=4)[CH:24]=3)[N:12]=2)=[CH:6][CH:7]=1. (5) The reactants are [OH-].[K+].[N:3]([C:6]1([CH3:19])[CH2:11][CH2:10][N:9]([C:12]([O:14][C:15]([CH3:18])([CH3:17])[CH3:16])=[O:13])[CH2:8][CH2:7]1)=C=O. The catalyst is O1CCCC1.O. The product is [NH2:3][C:6]1([CH3:19])[CH2:7][CH2:8][N:9]([C:12]([O:14][C:15]([CH3:18])([CH3:17])[CH3:16])=[O:13])[CH2:10][CH2:11]1. The yield is 1.00. (6) The reactants are O[CH:2]1[CH2:5][N:4]([C:6]([O:8][C:9]([CH3:12])([CH3:11])[CH3:10])=[O:7])[CH2:3]1.N1C=CN=C1.C1(P(C2C=CC=CC=2)C2C=CC=CC=2)C=CC=CC=1.[I:37]I.C(=O)(O)[O-].[Na+]. The catalyst is C1(C)C=CC=CC=1. The product is [I:37][CH:2]1[CH2:5][N:4]([C:6]([O:8][C:9]([CH3:12])([CH3:11])[CH3:10])=[O:7])[CH2:3]1. The yield is 0.990. (7) The reactants are [NH:1]([C:12](OC(C)(C)C)=O)[C@H:2]([C:9](O)=O)[C:3]1[CH:8]=[CH:7][CH:6]=[CH:5][CH:4]=1.[CH2:19]([NH:21][CH2:22][CH2:23][O:24][CH3:25])[CH3:20].C1(C)C=CC(S([O-])(=O)=O)=CC=1.CN(C)C1C=C[NH+]=CC=1.C(N=C=NC(C)C)(C)C.[H-].[Al+3].[Li+].[H-].[H-].[H-].C(=O)([O-])[O-].[Na+].[Na+]. The catalyst is ClCCl.O1CCCC1.C(OCC)(=O)C. The product is [CH2:19]([N:21]([CH2:22][CH2:23][O:24][CH3:25])[CH2:9][C@H:2]([C:3]1[CH:4]=[CH:5][CH:6]=[CH:7][CH:8]=1)[NH:1][CH3:12])[CH3:20]. The yield is 0.560. (8) The reactants are [CH3:1][O:2][C:3](=[O:15])[C:4]1[C:5](=[C:10](I)[CH:11]=[CH:12][CH:13]=1)[C:6]([O:8][CH3:9])=[O:7].[CH3:16][N:17]([CH3:31])[CH2:18][CH2:19][CH2:20][O:21][C:22]1[CH:27]=[CH:26][C:25]([NH2:28])=[C:24]([O:29][CH3:30])[CH:23]=1.C1C=CC(P(C2C(C3C(P(C4C=CC=CC=4)C4C=CC=CC=4)=CC=C4C=3C=CC=C4)=C3C(C=CC=C3)=CC=2)C2C=CC=CC=2)=CC=1.C(=O)([O-])[O-].[Cs+].[Cs+]. The catalyst is C1(C)C=CC=CC=1.C(Cl)Cl.C1C=CC(/C=C/C(/C=C/C2C=CC=CC=2)=O)=CC=1.C1C=CC(/C=C/C(/C=C/C2C=CC=CC=2)=O)=CC=1.C1C=CC(/C=C/C(/C=C/C2C=CC=CC=2)=O)=CC=1.[Pd].[Pd]. The product is [CH3:1][O:2][C:3](=[O:15])[C:4]1[C:5](=[C:10]([NH:28][C:25]2[CH:26]=[CH:27][C:22]([O:21][CH2:20][CH2:19][CH2:18][N:17]([CH3:31])[CH3:16])=[CH:23][C:24]=2[O:29][CH3:30])[CH:11]=[CH:12][CH:13]=1)[C:6]([O:8][CH3:9])=[O:7]. The yield is 0.460. (9) The reactants are [Br:1][C:2]1[C:10]2[C:5](=[CH:6][CH:7]=[CH:8][CH:9]=2)[NH:4][N:3]=1.[Cl:11][C:12]1[CH:20]=[CH:19][CH:18]=[C:17]([C:21]([F:24])([F:23])[F:22])[C:13]=1[C:14](Cl)=[O:15]. The catalyst is C(Cl)Cl.CN(C1C=CN=CC=1)C.CC(=O)OCC. The product is [Br:1][C:2]1[C:10]2[C:5](=[CH:6][CH:7]=[CH:8][CH:9]=2)[N:4]([C:14]([C:13]2[C:17]([C:21]([F:22])([F:23])[F:24])=[CH:18][CH:19]=[CH:20][C:12]=2[Cl:11])=[O:15])[N:3]=1. The yield is 0.990. (10) The reactants are [CH:1]1([C:7]2([CH3:15])[N:11]([CH3:12])[C:10](=[O:13])[NH:9][C:8]2=[O:14])[CH2:6][CH2:5][CH2:4][CH2:3][CH2:2]1.Br[CH2:17][C:18]([C:20]1[S:21](=O)[CH:22]=[CH:23][CH:24]=1)=[O:19]. No catalyst specified. The product is [CH:1]1([C:7]2([CH3:15])[N:11]([CH3:12])[C:10](=[O:13])[N:9]([CH2:17][C:18](=[O:19])[C:20]3[S:21][CH:22]=[CH:23][CH:24]=3)[C:8]2=[O:14])[CH2:2][CH2:3][CH2:4][CH2:5][CH2:6]1. The yield is 0.0600.